This data is from Forward reaction prediction with 1.9M reactions from USPTO patents (1976-2016). The task is: Predict the product of the given reaction. (1) Given the reactants [CH3:1][O:2][C@@H:3]1[CH2:8][NH:7][C@H:6]([C:9]([OH:11])=O)[C@@H:5]([C:12]([O:14][CH3:15])=[O:13])[CH2:4]1.[C:16]1([N:22]2[CH2:27][CH2:26][NH:25][CH2:24][CH2:23]2)[CH:21]=[CH:20][CH:19]=[CH:18][CH:17]=1.F[P-](F)(F)(F)(F)F.N1(O[P+](N(C)C)(N(C)C)N(C)C)C2C=CC=CC=2N=N1.CN(C)C=O.C(N(CC)C(C)C)(C)C, predict the reaction product. The product is: [CH3:1][O:2][C@@H:3]1[CH2:8][NH:7][C@H:6]([C:9]([N:25]2[CH2:26][CH2:27][N:22]([C:16]3[CH:21]=[CH:20][CH:19]=[CH:18][CH:17]=3)[CH2:23][CH2:24]2)=[O:11])[C@@H:5]([C:12]([O:14][CH3:15])=[O:13])[CH2:4]1. (2) Given the reactants [N+:1]([C:4]1[CH:9]=[CH:8][CH:7]=[CH:6][C:5]=1[S:10][C:11]1[CH:19]=[CH:18][CH:17]=[CH:16][C:12]=1[C:13](O)=[O:14])([O-])=O.[O-]S(S([O-])=O)=O.[Na+].[Na+], predict the reaction product. The product is: [CH:16]1[C:12]2[C:13](=[O:14])[NH:1][C:4]3[CH:9]=[CH:8][CH:7]=[CH:6][C:5]=3[S:10][C:11]=2[CH:19]=[CH:18][CH:17]=1. (3) Given the reactants Br[C:2]1[CH:3]=[CH:4][C:5]2[O:9][C:8]([CH:10]3[CH2:15][CH2:14][N:13]([C:16]([O:18][CH:19]([CH3:21])[CH3:20])=[O:17])[CH2:12][CH2:11]3)=[N:7][C:6]=2[CH:22]=1.[CH3:23][NH:24][C:25](=[O:42])[C:26]1[CH:31]=[CH:30][C:29](B2OC(C)(C)C(C)(C)O2)=[CH:28][C:27]=1[CH3:41], predict the reaction product. The product is: [CH3:41][C:27]1[CH:28]=[C:29]([C:2]2[CH:3]=[CH:4][C:5]3[O:9][C:8]([CH:10]4[CH2:15][CH2:14][N:13]([C:16]([O:18][CH:19]([CH3:21])[CH3:20])=[O:17])[CH2:12][CH2:11]4)=[N:7][C:6]=3[CH:22]=2)[CH:30]=[CH:31][C:26]=1[C:25](=[O:42])[NH:24][CH3:23]. (4) Given the reactants [CH3:1][N:2]([CH3:21])[C@H:3]1[CH2:7][CH2:6][N:5]([C:8]2[CH:20]=[CH:19][C:11]([C:12]([O:14]C(C)(C)C)=[O:13])=[CH:10][CH:9]=2)[CH2:4]1.FC(F)(F)C(O)=O, predict the reaction product. The product is: [CH3:1][N:2]([CH3:21])[C@H:3]1[CH2:7][CH2:6][N:5]([C:8]2[CH:20]=[CH:19][C:11]([C:12]([OH:14])=[O:13])=[CH:10][CH:9]=2)[CH2:4]1. (5) Given the reactants [OH:1][CH2:2][CH2:3][CH2:4][CH2:5][CH2:6][CH2:7][CH2:8][CH2:9][CH2:10][CH2:11][O:12][C:13]1[CH:18]=[CH:17][N:16]=[C:15]([CH2:19][O:20]C(=O)C)[C:14]=1[CH3:24].[OH-].[Na+], predict the reaction product. The product is: [OH:1][CH2:2][CH2:3][CH2:4][CH2:5][CH2:6][CH2:7][CH2:8][CH2:9][CH2:10][CH2:11][O:12][C:13]1[CH:18]=[CH:17][N:16]=[C:15]([CH2:19][OH:20])[C:14]=1[CH3:24]. (6) Given the reactants C(OC([N:8]1[CH2:14][CH2:13]C[NH:11][CH2:10][CH2:9]1)=O)(C)(C)C.[C:15]1([S:21]([N:24]2[C:29]3[CH:30]=[C:31]([Cl:35])[CH:32]=[C:33](Br)[C:28]=3[O:27][CH2:26][CH2:25]2)(=[O:23])=[O:22])[CH:20]=[CH:19][CH:18]=[CH:17][CH:16]=1.BrC1C2OCCN(S(C3C=CC=C(Cl)C=3)(=O)=O)C=2C=CC=1, predict the reaction product. The product is: [C:15]1([S:21]([N:24]2[C:29]3[CH:30]=[C:31]([Cl:35])[CH:32]=[C:33]([N:8]4[CH2:9][CH2:10][NH:11][CH2:13][CH2:14]4)[C:28]=3[O:27][CH2:26][CH2:25]2)(=[O:23])=[O:22])[CH:20]=[CH:19][CH:18]=[CH:17][CH:16]=1. (7) Given the reactants [CH2:1]([O:8][CH:9]([CH2:12]O)CO)[C:2]1[CH:7]=[CH:6][CH:5]=[CH:4][CH:3]=1.[H-].[Na+].CI.C1[CH2:22][O:21][CH2:20]C1.CN([CH:26]=[O:27])C, predict the reaction product. The product is: [CH3:26][O:27][CH:9]([O:8][CH2:1][C:2]1[CH:3]=[CH:4][CH:5]=[CH:6][CH:7]=1)[CH2:12][CH2:20][O:21][CH3:22]. (8) The product is: [C:41]([NH:33][C:32]1[CH:34]=[CH:35][N:28]([C@@H:26]2[S:27][C@H:23]([CH:22]([C:7]([C:16]3[CH:17]=[CH:18][CH:19]=[CH:20][CH:21]=3)([C:8]3[CH:9]=[CH:10][C:11]([O:14][CH3:15])=[CH:12][CH:13]=3)[C:6]3[CH:39]=[CH:40][C:3]([O:2][CH3:1])=[CH:4][CH:5]=3)[OH:38])[C@@H:24]([OH:37])[C@H:25]2[OH:36])[C:29](=[O:30])[N:31]=1)(=[O:48])[C:42]1[CH:47]=[CH:46][CH:45]=[CH:44][CH:43]=1. Given the reactants [CH3:1][O:2][C:3]1[CH:40]=[CH:39][C:6]([C:7]([CH:22]([OH:38])[C@H:23]2[S:27][C@@H:26]([N:28]3[CH:35]=[CH:34][C:32]([NH2:33])=[N:31][C:29]3=[O:30])[C@H:25]([OH:36])[C@@H:24]2[OH:37])([C:16]2[CH:21]=[CH:20][CH:19]=[CH:18][CH:17]=2)[C:8]2[CH:13]=[CH:12][C:11]([O:14][CH3:15])=[CH:10][CH:9]=2)=[CH:5][CH:4]=1.[C:41](O[C:41](=[O:48])[C:42]1[CH:47]=[CH:46][CH:45]=[CH:44][CH:43]=1)(=[O:48])[C:42]1[CH:47]=[CH:46][CH:45]=[CH:44][CH:43]=1, predict the reaction product. (9) Given the reactants [CH3:1][C:2]1[CH:3]=[C:4]([O:9][CH3:10])[CH:5]=[C:6]([CH3:8])[CH:7]=1.Cl[S:12]([OH:15])(=O)=[O:13].[C:16](=[O:19])([O-])O.[Na+].[CH3:21][NH:22][CH:23](O)C.Cl, predict the reaction product. The product is: [OH:19][CH2:16][CH2:21][N:22]([CH3:23])[S:12]([C:7]1[C:6]([CH3:8])=[CH:5][C:4]([O:9][CH3:10])=[CH:3][C:2]=1[CH3:1])(=[O:15])=[O:13]. (10) The product is: [CH3:16][N:8]([CH3:7])[C:9](=[O:15])[C:10](=[O:12])[CH2:20][C:19]([N:18]([CH3:22])[CH3:17])=[O:21]. Given the reactants CC(C)([O-])C.[Na+].[CH3:7][N:8]([CH3:16])[C:9](=[O:15])[C:10]([O:12]CC)=O.[CH3:17][N:18]([CH3:22])[C:19](=[O:21])[CH3:20].Cl, predict the reaction product.